This data is from Peptide-MHC class II binding affinity with 134,281 pairs from IEDB. The task is: Regression. Given a peptide amino acid sequence and an MHC pseudo amino acid sequence, predict their binding affinity value. This is MHC class II binding data. The peptide sequence is AEEVEKIEKTEEPAP. The MHC is HLA-DQA10102-DQB10602 with pseudo-sequence HLA-DQA10102-DQB10602. The binding affinity (normalized) is 0.212.